Dataset: Reaction yield outcomes from USPTO patents with 853,638 reactions. Task: Predict the reaction yield, written as a fraction of the theoretical maximum amount of product (1.0 means a 100% yield; for example, 0.34 means a 34% yield). (1) The reactants are [CH3:1][C:2]1[O:3][CH:4]=[CH:5][C:6]=1[CH3:7].[CH2:8](Br)[C:9]1[CH:14]=[CH:13][CH:12]=[CH:11][CH:10]=1. The catalyst is C1COCC1. The product is [CH2:8]([C:4]1[O:3][C:2]([CH3:1])=[C:6]([CH3:7])[CH:5]=1)[C:9]1[CH:14]=[CH:13][CH:12]=[CH:11][CH:10]=1. The yield is 0.780. (2) The reactants are [Cl:1][C:2]1[S:3][C:4]([C:19]([O:21]CC)=[O:20])=[C:5]([O:7][CH2:8][C:9]2[CH:14]=[CH:13][CH:12]=[CH:11][C:10]=2[C:15]([F:18])([F:17])[F:16])[N:6]=1.[Li+].[OH-].[OH-].[Na+].C(OCC)C. The catalyst is O1CCCC1. The product is [Cl:1][C:2]1[S:3][C:4]([C:19]([OH:21])=[O:20])=[C:5]([O:7][CH2:8][C:9]2[CH:14]=[CH:13][CH:12]=[CH:11][C:10]=2[C:15]([F:17])([F:16])[F:18])[N:6]=1. The yield is 0.850. (3) The reactants are [CH3:1][S:2]([C:5]1[CH:10]=[CH:9][C:8](F)=[CH:7][C:6]=1[F:12])(=[O:4])=[O:3].[CH3:13][O:14][C:15]([C:17]1[CH:27]=[C:26]([OH:28])[C:20]2[CH2:21][C:22]([CH3:25])([CH3:24])[O:23][C:19]=2[CH:18]=1)=[O:16].C([O-])([O-])=O.[Cs+].[Cs+]. The catalyst is CN(C=O)C. The product is [CH3:13][O:14][C:15]([C:17]1[CH:27]=[C:26]([O:28][C:8]2[CH:9]=[CH:10][C:5]([S:2]([CH3:1])(=[O:4])=[O:3])=[C:6]([F:12])[CH:7]=2)[C:20]2[CH2:21][C:22]([CH3:25])([CH3:24])[O:23][C:19]=2[CH:18]=1)=[O:16]. The yield is 0.680. (4) The reactants are Br[CH2:2][C@@:3]([OH:16])([CH3:15])[C:4]([NH:6][C:7]1[CH:12]=[CH:11][C:10]([O:13][CH3:14])=[CH:9][CH:8]=1)=[O:5].C([O-])([O-])=O.[K+].[K+]. The catalyst is CC(C)=O. The product is [CH3:14][O:13][C:10]1[CH:11]=[CH:12][C:7]([NH:6][C:4]([C@:3]2([CH3:15])[CH2:2][O:16]2)=[O:5])=[CH:8][CH:9]=1. The yield is 0.960. (5) The reactants are [CH:1]([N:14]1[C:22]2[C:17](=[CH:18][C:19]([Cl:23])=[CH:20][CH:21]=2)[CH:16]=[C:15]1[CH2:24][CH2:25][NH:26][S:27]([CH2:30][C:31]1[C:36]([CH3:37])=[CH:35][CH:34]=[CH:33][C:32]=1[CH3:38])(=[O:29])=[O:28])([C:8]1[CH:13]=[CH:12][CH:11]=[CH:10][CH:9]=1)[C:2]1[CH:7]=[CH:6][CH:5]=[CH:4][CH:3]=1.C([O:41][C:42](=[O:53])[C:43]1[CH:48]=[CH:47][C:46]([CH2:49][CH2:50][CH:51]=O)=[CH:45][CH:44]=1)C.C([SiH](CC)CC)C.B(F)(F)F.CCOCC.FC(F)(F)C(O)=O.[OH-].[Na+].C(O)(=O)C. The catalyst is ClCCl.O.C1(C)C=CC=CC=1.C1COCC1. The product is [CH:1]([N:14]1[C:22]2[C:17](=[CH:18][C:19]([Cl:23])=[CH:20][CH:21]=2)[C:16]([CH2:51][CH2:50][CH2:49][C:46]2[CH:47]=[CH:48][C:43]([C:42]([OH:53])=[O:41])=[CH:44][CH:45]=2)=[C:15]1[CH2:24][CH2:25][NH:26][S:27]([CH2:30][C:31]1[C:36]([CH3:37])=[CH:35][CH:34]=[CH:33][C:32]=1[CH3:38])(=[O:29])=[O:28])([C:2]1[CH:3]=[CH:4][CH:5]=[CH:6][CH:7]=1)[C:8]1[CH:9]=[CH:10][CH:11]=[CH:12][CH:13]=1. The yield is 0.810.